From a dataset of Reaction yield outcomes from USPTO patents with 853,638 reactions. Predict the reaction yield, written as a fraction of the theoretical maximum amount of product (1.0 means a 100% yield; for example, 0.34 means a 34% yield). (1) The reactants are [OH:1][C:2]1[CH:3]=[C:4]([C:8](=[O:10])[CH3:9])[CH:5]=[CH:6][CH:7]=1.C(=O)([O-])[O-].[Na+].[Na+].[C:17](OC=C)(=O)[CH3:18]. The catalyst is C1(C)C=CC=CC=1. The product is [CH:17]([O:1][C:2]1[CH:3]=[C:4]([C:8](=[O:10])[CH3:9])[CH:5]=[CH:6][CH:7]=1)=[CH2:18]. The yield is 0.850. (2) The reactants are [Br:1][C:2]1[C:3](Cl)=[N:4][C:5]([CH:9]2[CH2:11][CH2:10]2)=[N:6][C:7]=1[CH3:8].[CH3:13][C:14]1[CH:19]=[CH:18][C:17]([S:20]([NH:23][NH2:24])(=[O:22])=[O:21])=[CH:16][CH:15]=1. The catalyst is C(Cl)(Cl)Cl. The product is [Br:1][C:2]1[C:3]([NH:24][NH:23][S:20]([C:17]2[CH:18]=[CH:19][C:14]([CH3:13])=[CH:15][CH:16]=2)(=[O:21])=[O:22])=[N:4][C:5]([CH:9]2[CH2:11][CH2:10]2)=[N:6][C:7]=1[CH3:8]. The yield is 0.375. (3) The reactants are [Cl:1][CH2:2][CH2:3][C@H:4]([C:6]1[S:7][CH:8]=[CH:9][CH:10]=1)[OH:5].O[C:12]1[C:17]2[S:18][CH:19]=[CH:20][C:16]=2[CH:15]=[CH:14][CH:13]=1. The catalyst is C1COCC1. The product is [Cl:1][CH2:2][CH2:3][C@H:4]([O:5][C:12]1[C:17]2[S:18][CH:19]=[CH:20][C:16]=2[CH:15]=[CH:14][CH:13]=1)[C:6]1[S:7][CH:8]=[CH:9][CH:10]=1. The yield is 0.210. (4) The reactants are [CH:1]1([CH:7]([C:19]2[O:20][C:21]([C:25]3[CH:30]=[CH:29][C:28]([C:31]([F:34])([F:33])[F:32])=[CH:27][CH:26]=3)=[CH:22][C:23]=2[CH3:24])[O:8][C:9]2[CH:18]=[CH:17][C:12]([C:13]([O:15]C)=[O:14])=[CH:11][CH:10]=2)[CH2:6][CH2:5][CH2:4][CH2:3][CH2:2]1.[OH-].[Li+].O.Cl. The product is [CH:1]1([CH:7]([C:19]2[O:20][C:21]([C:25]3[CH:30]=[CH:29][C:28]([C:31]([F:34])([F:32])[F:33])=[CH:27][CH:26]=3)=[CH:22][C:23]=2[CH3:24])[O:8][C:9]2[CH:10]=[CH:11][C:12]([C:13]([OH:15])=[O:14])=[CH:17][CH:18]=2)[CH2:6][CH2:5][CH2:4][CH2:3][CH2:2]1. The yield is 0.390. The catalyst is CO.O1CCCC1. (5) The reactants are [H-].[Na+].[NH2:3][C:4]1[C:9]([CH2:10][N:11]([CH2:17][C:18]2[CH:23]=[CH:22][C:21]([O:24][CH3:25])=[CH:20][CH:19]=2)[CH2:12][C:13](OC)=[O:14])=[CH:8][C:7]([Br:26])=[CH:6][N:5]=1.O. The catalyst is CS(C)=O. The product is [Br:26][C:7]1[CH:6]=[N:5][C:4]2[NH:3][C:13](=[O:14])[CH2:12][N:11]([CH2:17][C:18]3[CH:23]=[CH:22][C:21]([O:24][CH3:25])=[CH:20][CH:19]=3)[CH2:10][C:9]=2[CH:8]=1. The yield is 0.630.